From a dataset of Experimentally validated miRNA-target interactions with 360,000+ pairs, plus equal number of negative samples. Binary Classification. Given a miRNA mature sequence and a target amino acid sequence, predict their likelihood of interaction. (1) The miRNA is mmu-miR-1897-5p with sequence CUUUGGAUGGAGAAAGAGGGGG. The protein sequence of the target gene is MGKRRNRGRSQMLSTMTKKQKKHLRDFGEEHPFYDRVSKKEAKPQICQLPESSDSSHSESESESEQEHVSGYHRLLATLKNVSEEEEEEEEEEEEEEEEEEEEEEEEEDDSAVGDAEMNEEAGSEDGSVGEAAVSEAAEEAAETQEHMSLADNSKEKDGEEPPGVSQKSSEEFTDVKHESLFSLETNFLEEDSGGSCSQRPSQDPFQQHVNKELKEKEIQAAASSPPATQQLKWPVLGHLVFSSKFQKTETFKPPKDIDLKLLHLQKPLESTWAKTNSQFLSGPQKSNSSFTPLQKELFL.... Result: 1 (interaction). (2) The miRNA is mmu-miR-124-3p with sequence UAAGGCACGCGGUGAAUGCC. The protein sequence of the target gene is MQEPREQTLSQVNNPDASDEKPETSSLASNLSMSEEIMTCTDYIPRSSNDYTSQMYSAKPYAHILSVPVSETTYPGQTQYQTLQQSQPYAVYPQATQTYGLPPFASSTNASLIPTSSAIANIPAAAVASISNQDYPTYTILGQNQYQACYPSSSFGVTGQTNSDAETTTLAATTYQTEKPSAMVPAPATQRLPSDSSASPPLSQTTPNKDADDQARKNMTVKNRGKRKADASSSQDSELERVFLWDLDETIIIFHSLLTGSYAQKYGKDPTVVIGSGLTMEEMIFEVADTHLFFNDLEEC.... Result: 1 (interaction). (3) The miRNA is hsa-miR-32-3p with sequence CAAUUUAGUGUGUGUGAUAUUU. The protein sequence of the target gene is MAWDMCNQDSESVWSDIECAALVGEDQPLCPDLPELDLSELDVNDLDTDSFLGGLKWCSDQSEIISNQYNNEPSNIFEKIDEENEANLLAVLTETLDSLPVDEDGLPSFDALTDGDVTTDNEASPSSMPDGTPPPQEAEEPSLLKKLLLAPANTQLSYNECSGLSTQNHANHNHRIRTNPAIVKTENSWSNKAKSICQQQKPQRRPCSELLKYLTTNDDPPHTKPTENRNSSRDKCTSKKKSHTQSQSQHLQAKPTTLSLPLTPESPNDPKGSPFENKTIERTLSVELSGTAGLTPPTTP.... Result: 1 (interaction). (4) The miRNA is hsa-miR-6817-5p with sequence UCUGCCAUAGGAAGCUUGGAGUGG. The protein sequence of the target gene is MLTPAFDLSQDPDFLTIAIRVPYARVSEFDVYFEGSDFKFYAKPYFLRLTLPGRIVENGSEQGSYDADKGIFTIRLPKETPGQHFEGLNMLTALLAPRKSRTAKPLVEEIGASEIPEEVVDDEEFDWEIEQTPCEEVSESALNPQCHYGFGNLRSGVLQRLQDELSDVIDIKDPDFTPAAERRQKRLAAELAKFDPDHYLADFFEDEAIEQILKYNPWWTDKYSKMMAFLEKSQEQENHATLVSFSEEEKYQLRKFVNKSYLLDKRACRQVCYSLIDILLAYCYETRVTEGEKNVESAWN.... Result: 0 (no interaction). (5) The miRNA is mmu-miR-433-5p with sequence UACGGUGAGCCUGUCAUUAUUC. The protein sequence of the target gene is MDLPYYHGRLTKQDCETLLLKEGVDGNFLLRDSESIPGVLCLCVSFKNIVYTYRIFREKHGYYRIQTAEGSPKQVFPSLKELISKFEKPNQGMVVHLLKPIKRTSPSLRWRGLKLELETFVNSNSDYVDVLP. Result: 0 (no interaction). (6) The miRNA is hsa-miR-371b-5p with sequence ACUCAAAAGAUGGCGGCACUUU. The protein sequence of the target gene is MFRGAWMWPGKDAAALTICCCCCCWAPRQSDKPCADSERAQRWRLSLASLLFFTVLLADHLWLCAGARPRARELSSAMRPPWGAGRERQPVPPRAVLPPPPPSPGEPSASSGTCGPRYSNLTKAAPAAGSGPVCNGVPEPTGLDAACTKLESLQRLFEPTTPAPPLRPPDSPSRAPEFPSAKKNLLKGHFRNFTLSFCDTYTVWDLLLGMDRPDSLDCSLDTLLGDLLAVVASPGSGTWEACSNCIEAYQRLDRHAQEKYDEFDLVLHKYLQAEEYSIRSCTKGCKAVYKAWLCSEYFSV.... Result: 0 (no interaction).